From a dataset of NCI-60 drug combinations with 297,098 pairs across 59 cell lines. Regression. Given two drug SMILES strings and cell line genomic features, predict the synergy score measuring deviation from expected non-interaction effect. (1) Drug 1: CN1C2=C(C=C(C=C2)N(CCCl)CCCl)N=C1CCCC(=O)O.Cl. Drug 2: COC1=NC(=NC2=C1N=CN2C3C(C(C(O3)CO)O)O)N. Cell line: BT-549. Synergy scores: CSS=3.59, Synergy_ZIP=1.22, Synergy_Bliss=0.512, Synergy_Loewe=1.29, Synergy_HSA=-1.74. (2) Drug 1: CC=C1C(=O)NC(C(=O)OC2CC(=O)NC(C(=O)NC(CSSCCC=C2)C(=O)N1)C(C)C)C(C)C. Drug 2: N.N.Cl[Pt+2]Cl. Cell line: MOLT-4. Synergy scores: CSS=78.9, Synergy_ZIP=-0.627, Synergy_Bliss=-1.34, Synergy_Loewe=-2.25, Synergy_HSA=-1.17. (3) Drug 1: C1CCC(CC1)NC(=O)N(CCCl)N=O. Drug 2: COC1=C2C(=CC3=C1OC=C3)C=CC(=O)O2. Cell line: SK-MEL-5. Synergy scores: CSS=0.886, Synergy_ZIP=-3.01, Synergy_Bliss=-6.39, Synergy_Loewe=-8.95, Synergy_HSA=-9.93. (4) Drug 1: CCN(CC)CCNC(=O)C1=C(NC(=C1C)C=C2C3=C(C=CC(=C3)F)NC2=O)C. Drug 2: C1CNP(=O)(OC1)N(CCCl)CCCl. Cell line: SN12C. Synergy scores: CSS=2.56, Synergy_ZIP=0.734, Synergy_Bliss=0.932, Synergy_Loewe=-6.36, Synergy_HSA=-3.03. (5) Drug 1: C1=CN(C=N1)CC(O)(P(=O)(O)O)P(=O)(O)O. Drug 2: B(C(CC(C)C)NC(=O)C(CC1=CC=CC=C1)NC(=O)C2=NC=CN=C2)(O)O. Cell line: COLO 205. Synergy scores: CSS=50.4, Synergy_ZIP=-2.32, Synergy_Bliss=-2.44, Synergy_Loewe=1.19, Synergy_HSA=-0.160. (6) Drug 1: CN1CCC(CC1)COC2=C(C=C3C(=C2)N=CN=C3NC4=C(C=C(C=C4)Br)F)OC. Drug 2: COC1=NC(=NC2=C1N=CN2C3C(C(C(O3)CO)O)O)N. Cell line: SK-MEL-5. Synergy scores: CSS=-5.11, Synergy_ZIP=5.55, Synergy_Bliss=3.19, Synergy_Loewe=-2.01, Synergy_HSA=-2.85. (7) Drug 1: CN(C(=O)NC(C=O)C(C(C(CO)O)O)O)N=O. Drug 2: COCCOC1=C(C=C2C(=C1)C(=NC=N2)NC3=CC=CC(=C3)C#C)OCCOC.Cl. Cell line: COLO 205. Synergy scores: CSS=8.53, Synergy_ZIP=0.418, Synergy_Bliss=-0.590, Synergy_Loewe=1.25, Synergy_HSA=-1.74.